Dataset: NCI-60 drug combinations with 297,098 pairs across 59 cell lines. Task: Regression. Given two drug SMILES strings and cell line genomic features, predict the synergy score measuring deviation from expected non-interaction effect. (1) Drug 1: CS(=O)(=O)C1=CC(=C(C=C1)C(=O)NC2=CC(=C(C=C2)Cl)C3=CC=CC=N3)Cl. Drug 2: C1=CC(=C2C(=C1NCCNCCO)C(=O)C3=C(C=CC(=C3C2=O)O)O)NCCNCCO. Cell line: CCRF-CEM. Synergy scores: CSS=41.9, Synergy_ZIP=6.17, Synergy_Bliss=0.658, Synergy_Loewe=-16.1, Synergy_HSA=1.04. (2) Cell line: HCT-15. Drug 1: CC1OCC2C(O1)C(C(C(O2)OC3C4COC(=O)C4C(C5=CC6=C(C=C35)OCO6)C7=CC(=C(C(=C7)OC)O)OC)O)O. Synergy scores: CSS=56.4, Synergy_ZIP=7.31, Synergy_Bliss=8.80, Synergy_Loewe=6.34, Synergy_HSA=10.9. Drug 2: CCN(CC)CCCC(C)NC1=C2C=C(C=CC2=NC3=C1C=CC(=C3)Cl)OC.